Dataset: Reaction yield outcomes from USPTO patents with 853,638 reactions. Task: Predict the reaction yield, written as a fraction of the theoretical maximum amount of product (1.0 means a 100% yield; for example, 0.34 means a 34% yield). (1) The reactants are [NH2:1][C:2]1[N:7]=[CH:6][C:5](/[CH:8]=[CH:9]/[C:10]([OH:12])=O)=[CH:4][CH:3]=1.[CH3:13][NH:14][CH2:15][C:16]1[CH:25]=[CH:24][C:23]2[C:18](=[CH:19][CH:20]=[CH:21][CH:22]=2)[CH:17]=1.C1C=CC2N(O)N=NC=2C=1.O.CCN(CC)CC.C(Cl)CCl. The catalyst is CN(C=O)C.C(Cl)Cl. The product is [NH2:1][C:2]1[N:7]=[CH:6][C:5](/[CH:8]=[CH:9]/[C:10]([N:14]([CH3:13])[CH2:15][C:16]2[CH:25]=[CH:24][C:23]3[C:18](=[CH:19][CH:20]=[CH:21][CH:22]=3)[CH:17]=2)=[O:12])=[CH:4][CH:3]=1. The yield is 0.810. (2) The reactants are [Cl:1][C:2]1[CH:3]=[C:4]([O:12][CH3:13])[C:5]([O:10][CH3:11])=[C:6]([CH:9]=1)[CH:7]=O.[C:14]([NH:17][NH2:18])([NH2:16])=[NH:15].Cl. No catalyst specified. The product is [ClH:1].[Cl:1][C:2]1[CH:3]=[C:4]([O:12][CH3:13])[C:5]([O:10][CH3:11])=[C:6]([CH:9]=1)[CH:7]=[N:18][NH:17][C:14]([NH2:16])=[NH:15]. The yield is 0.800.